From a dataset of Full USPTO retrosynthesis dataset with 1.9M reactions from patents (1976-2016). Predict the reactants needed to synthesize the given product. (1) Given the product [Cl:1][C:2]1[CH:3]=[CH:4][C:5]2[N:9]=[C:8]([C:10]3[CH:11]=[N:12][CH:13]=[CH:14][C:15]=3[CH:16]([OH:17])[CH3:23])[N:7]([CH3:18])[C:6]=2[CH:19]=1, predict the reactants needed to synthesize it. The reactants are: [Cl:1][C:2]1[CH:3]=[CH:4][C:5]2[N:9]=[C:8]([C:10]3[CH:11]=[N:12][CH:13]=[CH:14][C:15]=3[CH:16]=[O:17])[N:7]([CH3:18])[C:6]=2[CH:19]=1.C[Mg+].[Br-].[CH2:23](OCC)C. (2) The reactants are: [CH3:1][C:2]1[CH:7]=[CH:6][CH:5]=[C:4]([CH3:8])[C:3]=1[NH:9][C:10]1[N:14]2[CH:15]=[C:16]([F:19])[CH:17]=[CH:18][C:13]2=[N:12][C:11]=1[C:20]1[CH:28]=[CH:27][CH:26]=[CH:25][C:21]=1[C:22](O)=[O:23].[CH3:29][NH:30][C:31](=[S:34])[NH:32][NH2:33].O. Given the product [CH3:8][C:4]1[CH:5]=[CH:6][CH:7]=[C:2]([CH3:1])[C:3]=1[NH:9][C:10]1[N:14]2[CH:15]=[C:16]([F:19])[CH:17]=[CH:18][C:13]2=[N:12][C:11]=1[C:20]1[CH:28]=[CH:27][CH:26]=[CH:25][C:21]=1[C:22]([NH:33][NH:32][C:31]([NH:30][CH3:29])=[S:34])=[O:23], predict the reactants needed to synthesize it. (3) Given the product [Cl:1][C:2]1[CH:11]=[C:6]([C:7]([O:9][CH3:10])=[O:8])[C:5]([C:62]2[CH:61]=[CH:60][CH:59]=[C:58]([F:57])[CH:63]=2)=[C:4]([N+:13]([O-:15])=[O:14])[C:3]=1[C:16]#[C:17][Si:18]([CH3:21])([CH3:20])[CH3:19], predict the reactants needed to synthesize it. The reactants are: [Cl:1][C:2]1[C:3]([C:16]#[C:17][Si:18]([CH3:21])([CH3:20])[CH3:19])=[C:4]([N+:13]([O-:15])=[O:14])[C:5](O)=[C:6]([CH:11]=1)[C:7]([O:9][CH3:10])=[O:8].C(N(CC)CC)C.FC(F)(F)S(OS(C(F)(F)F)(=O)=O)(=O)=O.[O-]S(C(F)(F)F)(=O)=O.C(=O)(O)[O-].[Na+].[F:57][C:58]1[CH:59]=[C:60](B(O)O)[CH:61]=[CH:62][CH:63]=1. (4) Given the product [CH:1]1([CH2:6][CH2:7][CH2:8][CH2:9][OH:10])[CH2:5][CH2:4][CH2:3][CH2:2]1, predict the reactants needed to synthesize it. The reactants are: [CH:1]1([CH2:6][CH2:7][CH2:8][CH:9]=[O:10])[CH2:5][CH2:4][CH2:3][CH2:2]1.[BH4-].[Na+]. (5) Given the product [ClH:32].[F:1][C:2]1[CH:7]=[CH:6][C:5]([CH:8]2[CH2:12][S:11](=[O:13])(=[O:14])[N:10]([C:15]3[C:26]([S:27]([CH3:30])(=[O:29])=[O:28])=[CH:25][C:18]([C:19]([NH:21][C:22]([NH2:24])=[NH:23])=[O:20])=[C:17]([CH3:31])[CH:16]=3)[CH2:9]2)=[CH:4][CH:3]=1, predict the reactants needed to synthesize it. The reactants are: [F:1][C:2]1[CH:7]=[CH:6][C:5]([CH:8]2[CH2:12][S:11](=[O:14])(=[O:13])[N:10]([C:15]3[C:26]([S:27]([CH3:30])(=[O:29])=[O:28])=[CH:25][C:18]([C:19]([NH:21][C:22]([NH2:24])=[NH:23])=[O:20])=[C:17]([CH3:31])[CH:16]=3)[CH2:9]2)=[CH:4][CH:3]=1.[ClH:32].